From a dataset of Full USPTO retrosynthesis dataset with 1.9M reactions from patents (1976-2016). Predict the reactants needed to synthesize the given product. (1) Given the product [CH2:6]([N:44]([CH2:43][C:5]1[CH:6]=[CH:7][C:8]([NH:11][C:12](=[O:27])[C:13]2[CH:14]=[CH:15][C:16]([CH2:19][N:20]([CH2:21][C:22]3[NH:26][CH:25]=[CH:24][N:23]=3)[CH2:41][C:33]3[N:32]=[CH:31][C:40]4[C:35]([CH:34]=3)=[CH:36][CH:37]=[CH:38][CH:39]=4)=[CH:17][CH:18]=2)=[CH:9][CH:10]=1)[CH2:7][CH2:8][CH3:9])[CH2:5][CH3:10], predict the reactants needed to synthesize it. The reactants are: C(N(CCC)[C:5]1[CH:10]=[CH:9][C:8]([NH:11][C:12](=[O:27])[C:13]2[CH:18]=[CH:17][C:16]([CH2:19][NH:20][CH2:21][C:22]3[NH:23][CH:24]=[CH:25][N:26]=3)=[CH:15][CH:14]=2)=[CH:7][CH:6]=1)CC.[CH:31]1[C:40]2[C:35](=[CH:36][CH:37]=[CH:38][CH:39]=2)[CH:34]=[C:33]([CH:41]=O)[N:32]=1.[C:43]([BH3-])#[N:44].[Na+].[OH-].[Na+]. (2) The reactants are: [CH3:1][S:2]([O:5][C:6]1[CH:11]=[CH:10][CH:9]=[C:8]([C:12]2[O:13][C:14]([CH3:19])=[C:15]([CH2:17]Cl)[N:16]=2)[CH:7]=1)(=[O:4])=[O:3].C(=O)([O-])[O-].[K+].[K+].[O:26]=[CH:27][C:28]1[CH:36]=[CH:35][C:33]([OH:34])=[C:30]([O:31][CH3:32])[CH:29]=1.CN(C)C=O. Given the product [CH3:1][S:2]([O:5][C:6]1[CH:11]=[CH:10][CH:9]=[C:8]([C:12]2[O:13][C:14]([CH3:19])=[C:15]([CH2:17][O:34][C:33]3[CH:35]=[CH:36][C:28]([CH:27]=[O:26])=[CH:29][C:30]=3[O:31][CH3:32])[N:16]=2)[CH:7]=1)(=[O:4])=[O:3], predict the reactants needed to synthesize it. (3) Given the product [C:22]([S:24][CH:6]1[CH2:7][N:8]([C:10]2[S:11][CH:12]=[C:13]([C:15]([N:17]3[CH2:18][CH2:19][CH2:20][CH2:21]3)=[O:16])[N:14]=2)[CH2:9]1)(=[O:25])[CH3:23], predict the reactants needed to synthesize it. The reactants are: CS(O[CH:6]1[CH2:9][N:8]([C:10]2[S:11][CH:12]=[C:13]([C:15]([N:17]3[CH2:21][CH2:20][CH2:19][CH2:18]3)=[O:16])[N:14]=2)[CH2:7]1)(=O)=O.[C:22]([O-:25])(=[S:24])[CH3:23].[K+]. (4) Given the product [CH:8]1[CH:7]=[C:6]([CH:4]=[O:5])[O:2][CH:1]=1.[C:18]1([CH:25]=[CH:24][CH:23]=[C:21]([OH:22])[CH:20]=1)[OH:19], predict the reactants needed to synthesize it. The reactants are: [C:1]1([CH:8]=[CH:7][CH:6]=[C:4]([OH:5])C=1)[OH:2].[OH-].[Na+].C1C=C(C=O)OC=1.[C:18]1([CH:25]=[CH:24][CH:23]=[C:21]([OH:22])[CH:20]=1)[OH:19].O.